Dataset: Catalyst prediction with 721,799 reactions and 888 catalyst types from USPTO. Task: Predict which catalyst facilitates the given reaction. (1) Reactant: CC1C(C)=CC(C)=CC=1O.[Br:11][C:12]1[C:17]([CH3:18])=[CH:16][C:15]([OH:19])=[C:14]([CH3:20])[C:13]=1[CH3:21].Br[CH2:23][C:24]([C:26]1[CH:31]=[CH:30][C:29]([CH:32]([CH3:34])[CH3:33])=[CH:28][CH:27]=1)=[O:25]. Product: [Br:11][C:12]1[C:17]([CH3:18])=[CH:16][C:15]([O:19][CH2:23][C:24]([C:26]2[CH:31]=[CH:30][C:29]([CH:32]([CH3:34])[CH3:33])=[CH:28][CH:27]=2)=[O:25])=[C:14]([CH3:20])[C:13]=1[CH3:21]. The catalyst class is: 175. (2) Reactant: O1CCCC1.[F:6][C:7]1[CH:8]=[C:9]([CH2:22][C:23](Cl)=[N:24][OH:25])[CH:10]=[CH:11][C:12]=1[O:13][CH2:14][C:15]1[CH:20]=[CH:19][C:18]([F:21])=[CH:17][N:16]=1.[C:27]([C:29]1[C:30]([NH2:35])=[N:31][CH:32]=[CH:33][CH:34]=1)#[CH:28].C(N(CC)CC)C. Product: [F:6][C:7]1[CH:8]=[C:9]([CH:10]=[CH:11][C:12]=1[O:13][CH2:14][C:15]1[CH:20]=[CH:19][C:18]([F:21])=[CH:17][N:16]=1)[CH2:22][C:23]1[CH:28]=[C:27]([C:29]2[C:30]([NH2:35])=[N:31][CH:32]=[CH:33][CH:34]=2)[O:25][N:24]=1. The catalyst class is: 6. (3) Reactant: [Cl:1][C:2]1[CH:10]=[C:9]2[C:5]([C:6]([C:11](=[O:16])C(F)(F)F)=[CH:7][NH:8]2)=[CH:4][CH:3]=1.C(=O)([O-])[O-].[K+].[K+].Br[CH2:24][CH:25]1[CH2:28][CH2:27][CH2:26]1.[OH-:29].[Na+]. Product: [Cl:1][C:2]1[CH:10]=[C:9]2[C:5]([C:6]([C:11]([OH:16])=[O:29])=[CH:7][N:8]2[CH2:24][CH:25]2[CH2:28][CH2:27][CH2:26]2)=[CH:4][CH:3]=1. The catalyst class is: 9. (4) Reactant: [CH3:1][NH:2][CH3:3].Cl.Cl[CH:6]([C:11]1[C:12](=[O:20])[C:13]([OH:19])=[C:14]([CH2:17][CH3:18])[NH:15][CH:16]=1)[C:7]([F:10])([F:9])[F:8]. Product: [CH3:1][N:2]([CH3:3])[CH:6]([C:11]1[C:12](=[O:20])[C:13]([OH:19])=[C:14]([CH2:17][CH3:18])[NH:15][CH:16]=1)[C:7]([F:10])([F:9])[F:8]. The catalyst class is: 23. (5) Reactant: [C:1](=[O:8])([O:3][C:4]([CH3:7])([CH3:6])[CH3:5])[NH2:2].[C:9]1([S:15]([O-:17])=[O:16])[CH:14]=[CH:13][CH:12]=[CH:11][CH:10]=1.[Na+].[C:19]([O:23][C:24]([N:26]1[CH2:30][CH2:29][CH:28]([CH:31]=O)[CH2:27]1)=[O:25])([CH3:22])([CH3:21])[CH3:20].C(O)=O. Product: [C:4]([O:3][C:1]([N:2]1[CH2:30][CH2:29][CH:28]([CH:27]([S:15]([C:9]2[CH:14]=[CH:13][CH:12]=[CH:11][CH:10]=2)(=[O:17])=[O:16])[NH:26][C:24]([O:23][C:19]([CH3:21])([CH3:20])[CH3:22])=[O:25])[CH2:31]1)=[O:8])([CH3:7])([CH3:6])[CH3:5]. The catalyst class is: 72. (6) Reactant: [Br:1][C:2]1[CH:3]=[C:4]2[C:8](=[CH:9][CH:10]=1)[C:7](=O)[N:6]([CH:12]([CH3:14])[CH3:13])[C:5]2=O. Product: [Br:1][C:2]1[CH:3]=[C:4]2[C:8](=[CH:9][CH:10]=1)[CH2:7][N:6]([CH:12]([CH3:14])[CH3:13])[CH2:5]2. The catalyst class is: 7. (7) Reactant: Br[CH2:2][C:3]([O:5][CH2:6][CH3:7])=[O:4].[C:8](=O)([O-])[O-].[K+].[K+].[Cl:14][C:15]1[CH:16]=[C:17]([C:24]2[O:28][N:27]=[C:26]([C:29]3[C:34]4[CH:35]=[CH:36][O:37][C:33]=4[C:32]([OH:38])=[CH:31][CH:30]=3)[N:25]=2)[CH:18]=[CH:19][C:20]=1[O:21][CH2:22][CH3:23].O. Product: [Cl:14][C:15]1[CH:16]=[C:17]([C:24]2[O:28][N:27]=[C:26]([C:29]3[C:34]4[CH:35]=[CH:36][O:37][C:33]=4[C:32]([O:38][CH2:2][C:3]([O:5][CH2:6][CH3:7])=[O:4])=[CH:31][CH:30]=3)[N:25]=2)[CH:18]=[CH:19][C:20]=1[O:21][CH:22]([CH3:8])[CH3:23]. The catalyst class is: 121.